This data is from Catalyst prediction with 721,799 reactions and 888 catalyst types from USPTO. The task is: Predict which catalyst facilitates the given reaction. Reactant: [NH:1]1[CH:5]=[C:4]([C:6]([OH:8])=O)[N:3]=[N:2]1.ClC(N(C)C)=C(C)C.Cl.[NH2:18][CH2:19][C:20]([N:22]1[CH2:26][CH2:25][CH2:24][C@H:23]1[C:27]#[N:28])=[O:21].C(N(C(C)C)C(C)C)C. Product: [C:27]([C@@H:23]1[CH2:24][CH2:25][CH2:26][N:22]1[C:20](=[O:21])[CH2:19][NH:18][C:6]([C:4]1[NH:3][N:2]=[N:1][CH:5]=1)=[O:8])#[N:28]. The catalyst class is: 12.